The task is: Predict the reactants needed to synthesize the given product.. This data is from Full USPTO retrosynthesis dataset with 1.9M reactions from patents (1976-2016). (1) Given the product [Cl:10][C:7]1[CH:8]=[CH:9][C:4]([CH2:3][OH:2])=[C:5]([NH:11][C:12](=[O:17])[C:13]([CH3:14])([CH3:15])[CH3:16])[CH:6]=1, predict the reactants needed to synthesize it. The reactants are: C[O:2][C:3](=O)[C:4]1[CH:9]=[CH:8][C:7]([Cl:10])=[CH:6][C:5]=1[NH:11][C:12](=[O:17])[C:13]([CH3:16])([CH3:15])[CH3:14].[BH4-].[Na+].Cl. (2) The reactants are: ClC1C=C([C:9]2[N:13]3[C:14]4[N:22]=[C:21]([O:23][CH3:24])[CH:20]=[CH:19][C:15]=4[N:16]=[C:17]([CH3:18])[C:12]3=[C:11]([CH3:25])[N:10]=2)C=C(Cl)C=1.O1CCOC[CH2:27]1.[Cl:32][C:33]1[CH:38]=[CH:37][CH:36]=[CH:35][C:34]=1B(O)O.C(=O)([O-])[O-].[K+].[K+]. Given the product [Cl:32][C:33]1[CH:38]=[C:37]([CH3:27])[CH:36]=[CH:35][C:34]=1[C:9]1[N:13]2[C:14]3[N:22]=[C:21]([O:23][CH3:24])[CH:20]=[CH:19][C:15]=3[N:16]=[C:17]([CH3:18])[C:12]2=[C:11]([CH3:25])[N:10]=1, predict the reactants needed to synthesize it. (3) The reactants are: O1[C:5]2([CH2:10][CH2:9][N:8]([C:11]3[CH:16]=[CH:15][C:14]([C:17]4[NH:21][NH:20][C:19](=[O:22])[CH:18]=4)=[CH:13][CH:12]=3)[CH2:7][CH2:6]2)[O:4]CC1.S(=O)(=O)(O)O.O. Given the product [O:22]=[C:19]1[NH:20][NH:21][C:17]([C:14]2[CH:15]=[CH:16][C:11]([N:8]3[CH2:9][CH2:10][C:5](=[O:4])[CH2:6][CH2:7]3)=[CH:12][CH:13]=2)=[CH:18]1, predict the reactants needed to synthesize it.